From a dataset of Full USPTO retrosynthesis dataset with 1.9M reactions from patents (1976-2016). Predict the reactants needed to synthesize the given product. (1) Given the product [OH:4][C:5]1[CH:6]=[C:7](/[CH:19]=[CH:20]/[C:21]2[CH:26]=[CH:25][C:24]([O:27][CH2:28][C:29]3[CH:34]=[CH:33][CH:32]=[CH:31][CH:30]=3)=[C:23]([O:35][CH3:36])[CH:22]=2)[CH:8]=[C:9]([O:11][CH2:12][C:13]2[CH:14]=[CH:15][CH:16]=[CH:17][CH:18]=2)[CH:10]=1, predict the reactants needed to synthesize it. The reactants are: C([O:4][C:5]1[CH:6]=[C:7](/[CH:19]=[CH:20]/[C:21]2[CH:26]=[CH:25][C:24]([O:27][CH2:28][C:29]3[CH:34]=[CH:33][CH:32]=[CH:31][CH:30]=3)=[C:23]([O:35][CH3:36])[CH:22]=2)[CH:8]=[C:9]([O:11][CH2:12][C:13]2[CH:18]=[CH:17][CH:16]=[CH:15][CH:14]=2)[CH:10]=1)(=O)C.[OH-].[Na+].Cl. (2) Given the product [Br:1][C:2]1[CH:3]=[C:4]([C:8]([CH3:12])([CH2:18][C:17]2[CH:20]=[CH:21][C:14]([Cl:13])=[CH:15][CH:16]=2)[C:9](=[O:11])[CH3:10])[CH:5]=[CH:6][CH:7]=1, predict the reactants needed to synthesize it. The reactants are: [Br:1][C:2]1[CH:3]=[C:4]([CH:8]([CH3:12])[C:9](=[O:11])[CH3:10])[CH:5]=[CH:6][CH:7]=1.[Cl:13][C:14]1[CH:21]=[CH:20][C:17]([CH2:18]Cl)=[CH:16][CH:15]=1.O.[OH-].[Cs+].C(OCC)(=O)C. (3) Given the product [C:1]([O:4][C@H:5]([CH3:25])[CH2:6][CH2:7][CH2:8][CH2:9][N:10]1[C:18](=[O:19])[C:17]2[N:16]3[CH2:20][CH2:21][N:22]([CH2:38][O:37][CH2:35][CH3:36])[C:15]3=[N:14][C:13]=2[N:12]([CH3:23])[C:11]1=[O:24])(=[O:3])[CH3:2], predict the reactants needed to synthesize it. The reactants are: [C:1]([O:4][C@H:5]([CH3:25])[CH2:6][CH2:7][CH2:8][CH2:9][N:10]1[C:18](=[O:19])[C:17]2[N:16]3[CH2:20][CH2:21][NH:22][C:15]3=[N:14][C:13]=2[N:12]([CH3:23])[C:11]1=[O:24])(=[O:3])[CH3:2].C(N(C(C)C)CC)(C)C.[CH2:35]([O:37][CH2:38]Cl)[CH3:36]. (4) Given the product [Cl:15][C:11]1[C:6]([C:2]2[O:1][CH:5]=[CH:4][CH:3]=2)=[N:7][C:8]([NH2:14])=[N:9][C:10]=1[S:12][CH3:13], predict the reactants needed to synthesize it. The reactants are: [O:1]1[CH:5]=[CH:4][CH:3]=[C:2]1[C:6]1[CH:11]=[C:10]([S:12][CH3:13])[N:9]=[C:8]([NH2:14])[N:7]=1.[Cl:15]N1C(=O)CCC1=O. (5) Given the product [Cl:1][C:2]1[CH:7]=[CH:6][C:5]([C:8]2[CH:12]([C:13]3[CH:18]=[CH:17][CH:16]=[CH:15][CH:14]=3)[CH2:11][N:10]([C:19]([NH:32][CH3:31])=[N:20][S:21]([N:24]([CH2:28][CH3:29])[CH2:25][CH2:26][CH3:27])(=[O:23])=[O:22])[N:9]=2)=[CH:4][CH:3]=1, predict the reactants needed to synthesize it. The reactants are: [Cl:1][C:2]1[CH:7]=[CH:6][C:5]([C:8]2[CH:12]([C:13]3[CH:18]=[CH:17][CH:16]=[CH:15][CH:14]=3)[CH2:11][N:10]([C:19](=S)[NH:20][S:21]([N:24]([CH2:28][CH3:29])[CH2:25][CH2:26][CH3:27])(=[O:23])=[O:22])[N:9]=2)=[CH:4][CH:3]=1.[CH3:31][NH2:32]. (6) Given the product [CH2:21]([O:20][C:15]1[CH:16]=[CH:17][CH:18]=[CH:19][C:14]=1[CH:3]1[O:13][N:12]=[C:5]([C:6](=[O:8])[CH3:7])[CH2:4]1)[C:22]#[CH:23], predict the reactants needed to synthesize it. The reactants are: Cl.O[CH:3]([C:14]1[CH:19]=[CH:18][CH:17]=[CH:16][C:15]=1[O:20][CH2:21][C:22]#[C:23][Si](C)(C)C)[CH2:4][C:5](=[N:12][OH:13])[C:6](OC)([O:8]C)[CH3:7].C(=O)([O-])O.[Na+]. (7) Given the product [Br:1][C:2]1[CH:3]=[C:4]([CH3:21])[C:5]([N:9]2[C:13]3=[N:14][C:15]([CH3:19])=[CH:16][C:17]([N:18]4[CH2:34][CH2:33][CH:25]([CH2:24][C:22]#[N:23])[CH2:26][CH2:27]4)=[C:12]3[C:11]([CH3:20])=[CH:10]2)=[C:6]([CH3:8])[CH:7]=1, predict the reactants needed to synthesize it. The reactants are: [Br:1][C:2]1[CH:7]=[C:6]([CH3:8])[C:5]([N:9]2[C:13]3=[N:14][C:15]([CH3:19])=[CH:16][C:17]([NH2:18])=[C:12]3[C:11]([CH3:20])=[CH:10]2)=[C:4]([CH3:21])[CH:3]=1.[C:22]([CH2:24][CH:25]([CH2:33][CH2:34]OS(C)(=O)=O)[CH2:26][CH2:27]OS(C)(=O)=O)#[N:23].C(N(CC)C(C)C)(C)C.C(OCC)(=O)C. (8) Given the product [Si:1]([O:18][CH2:19][C@H:20]1[O:24][C@@H:23]([N:25]2[C:42]3[N:41]=[CH:40][N:39]=[C:29]([NH:30][C:31](=[O:38])[C:32]4[CH:37]=[CH:36][CH:35]=[CH:34][CH:33]=4)[C:28]=3[N:27]=[CH:26]2)[C@H:22]([O:43][CH2:44][CH:45]=[O:48])[C@@H:21]1[OH:49])([C:14]([CH3:15])([CH3:16])[CH3:17])([C:8]1[CH:13]=[CH:12][CH:11]=[CH:10][CH:9]=1)[C:2]1[CH:7]=[CH:6][CH:5]=[CH:4][CH:3]=1, predict the reactants needed to synthesize it. The reactants are: [Si:1]([O:18][CH2:19][C@H:20]1[O:24][C@@H:23]([N:25]2[C:42]3[N:41]=[CH:40][N:39]=[C:29]([NH:30][C:31](=[O:38])[C:32]4[CH:37]=[CH:36][CH:35]=[CH:34][CH:33]=4)[C:28]=3[N:27]=[CH:26]2)[C@H:22]([O:43][CH2:44][CH:45]([OH:48])CO)[C@@H:21]1[OH:49])([C:14]([CH3:17])([CH3:16])[CH3:15])([C:8]1[CH:13]=[CH:12][CH:11]=[CH:10][CH:9]=1)[C:2]1[CH:7]=[CH:6][CH:5]=[CH:4][CH:3]=1.CO. (9) Given the product [OH:27][CH2:21][CH:20]([NH:22][CH2:12][C:13]([O:15][C:16]([CH3:19])([CH3:18])[CH3:17])=[O:14])[C:1]1[CH:2]=[CH:3][CH:4]=[CH:5][CH:6]=1, predict the reactants needed to synthesize it. The reactants are: [C:1]1(NCCO)[CH:6]=[CH:5][CH:4]=[CH:3][CH:2]=1.Br[CH2:12][C:13]([O:15][C:16]([CH3:19])([CH3:18])[CH3:17])=[O:14].[CH2:20]([N:22](CC)CC)[CH3:21].[O:27]1CCCC1. (10) Given the product [N+:16]([C:2]1[CH:15]=[CH:14][C:5]([C:6]([C:8]2[CH:13]=[CH:12][CH:11]=[CH:10][CH:9]=2)=[O:7])=[CH:4][CH:3]=1)([O-:18])=[O:17], predict the reactants needed to synthesize it. The reactants are: Cl[C:2]1[CH:15]=[CH:14][C:5]([C:6]([C:8]2[CH:13]=[CH:12][CH:11]=[CH:10][CH:9]=2)=[O:7])=[CH:4][CH:3]=1.[N:16]([O-:18])=[O:17].[Na+].CC1(C)P(C2C(OC)=CC=C(OC)C=2C2C(C(C)C)=CC(C(C)C)=CC=2C(C)C)C(C)(C)CC2(OCCO2)C1.COCCOCCN(CCOCCOC)CCOCCOC.